This data is from Peptide-MHC class I binding affinity with 185,985 pairs from IEDB/IMGT. The task is: Regression. Given a peptide amino acid sequence and an MHC pseudo amino acid sequence, predict their binding affinity value. This is MHC class I binding data. (1) The peptide sequence is KVGVYKMHK. The MHC is HLA-A03:01 with pseudo-sequence HLA-A03:01. The binding affinity (normalized) is 0.529. (2) The peptide sequence is NRDVSFQDL. The MHC is HLA-A29:02 with pseudo-sequence HLA-A29:02. The binding affinity (normalized) is 0.0847. (3) The peptide sequence is YPLASLRSLF. The binding affinity (normalized) is 0.486. The MHC is HLA-B35:01 with pseudo-sequence HLA-B35:01. (4) The peptide sequence is HEMYWVSGV. The MHC is HLA-B44:02 with pseudo-sequence HLA-B44:02. The binding affinity (normalized) is 0.636. (5) The peptide sequence is GRYSVRYVR. The MHC is HLA-A02:01 with pseudo-sequence HLA-A02:01. The binding affinity (normalized) is 0.0847. (6) The binding affinity (normalized) is 0.495. The peptide sequence is LILGLVLAL. The MHC is HLA-A02:06 with pseudo-sequence HLA-A02:06. (7) The peptide sequence is TMLVRQMTK. The MHC is HLA-B57:01 with pseudo-sequence HLA-B57:01. The binding affinity (normalized) is 0.0847.